This data is from Reaction yield outcomes from USPTO patents with 853,638 reactions. The task is: Predict the reaction yield, written as a fraction of the theoretical maximum amount of product (1.0 means a 100% yield; for example, 0.34 means a 34% yield). (1) The reactants are Br[C:2]1[CH:10]=[CH:9][CH:8]=[C:7]2[C:3]=1[CH2:4][CH2:5][C@@H:6]2[O:11][Si:12]([C:15]([CH3:18])([CH3:17])[CH3:16])([CH3:14])[CH3:13].BrC1C=CC=C2C=1CC[C@@H]2O.[CH3:30][C:31]([CH:34]=[O:35])([CH3:33])[CH3:32]. No catalyst specified. The product is [C:15]([Si:12]([CH3:14])([CH3:13])[O:11][CH:6]1[C:7]2[C:3](=[C:2]([C@@H:34]([OH:35])[C:31]([CH3:33])([CH3:32])[CH3:30])[CH:10]=[CH:9][CH:8]=2)[CH2:4][CH2:5]1)([CH3:18])([CH3:17])[CH3:16]. The yield is 0.890. (2) The product is [C:14]([NH:13][C:11]([C:10]1[C:4]2[C:5](=[N:6][CH:7]=[C:2]([N:44]3[C:45]4[C:41](=[CH:40][C:39]([Cl:38])=[CH:47][CH:46]=4)[CH:42]=[N:43]3)[N:3]=2)[N:8]([CH2:18][O:19][CH2:20][CH2:21][Si:22]([CH3:25])([CH3:24])[CH3:23])[CH:9]=1)=[O:12])([CH3:17])([CH3:16])[CH3:15]. The catalyst is C1(C)C=CC=CC=1.[Cu]I. The yield is 0.860. The reactants are Br[C:2]1[N:3]=[C:4]2[C:10]([C:11]([NH:13][C:14]([CH3:17])([CH3:16])[CH3:15])=[O:12])=[CH:9][N:8]([CH2:18][O:19][CH2:20][CH2:21][Si:22]([CH3:25])([CH3:24])[CH3:23])[C:5]2=[N:6][CH:7]=1.[I-].[Na+].CN[C@@H]1CCCC[C@H]1NC.[Cl:38][C:39]1[CH:40]=[C:41]2[C:45](=[CH:46][CH:47]=1)[NH:44][N:43]=[CH:42]2.[O-]P([O-])([O-])=O.[K+].[K+].[K+].